Predict the reactants needed to synthesize the given product. From a dataset of Full USPTO retrosynthesis dataset with 1.9M reactions from patents (1976-2016). (1) The reactants are: Cl[C:2]1[C:11]2[C:6](=[CH:7][C:8]([O:14][CH2:15][CH2:16][CH2:17][N:18]3[CH2:23][CH2:22][O:21][CH2:20][CH2:19]3)=[C:9]([O:12][CH3:13])[CH:10]=2)[N:5]=[CH:4][N:3]=1.[Cl:24][C:25]1[CH:33]=[C:32]([C:34]#[C:35][CH2:36][O:37][CH2:38][CH:39]2[CH2:41][CH2:40]2)[C:28]2[O:29][CH2:30][O:31][C:27]=2[C:26]=1[NH2:42].C[Si]([N-][Si](C)(C)C)(C)C.[Na+]. Given the product [Cl:24][C:25]1[CH:33]=[C:32]([C:34]#[C:35][CH2:36][O:37][CH2:38][CH:39]2[CH2:41][CH2:40]2)[C:28]2[O:29][CH2:30][O:31][C:27]=2[C:26]=1[NH:42][C:2]1[C:11]2[C:6](=[CH:7][C:8]([O:14][CH2:15][CH2:16][CH2:17][N:18]3[CH2:23][CH2:22][O:21][CH2:20][CH2:19]3)=[C:9]([O:12][CH3:13])[CH:10]=2)[N:5]=[CH:4][N:3]=1, predict the reactants needed to synthesize it. (2) Given the product [CH3:15][C:16]1[N:21]=[CH:20][C:19]([O:22][C:4]2[CH:5]=[C:6]([CH:9]=[C:10]([N+:12]([O-:14])=[O:13])[CH:11]=2)[C:7]#[N:8])=[CH:18][CH:17]=1, predict the reactants needed to synthesize it. The reactants are: [N+]([C:4]1[CH:5]=[C:6]([CH:9]=[C:10]([N+:12]([O-:14])=[O:13])[CH:11]=1)[C:7]#[N:8])([O-])=O.[CH3:15][C:16]1[N:21]=[CH:20][C:19]([OH:22])=[CH:18][CH:17]=1.C([O-])([O-])=O.[K+].[K+].O. (3) Given the product [CH:21]([C:18]1[N:17]=[C:16]([CH:13]2[CH2:14][CH2:15][N:10]([C:5]3[N:4]=[CH:3][C:2]([B:29]4[O:33][C:32]([CH3:35])([CH3:34])[C:31]([CH3:37])([CH3:36])[O:30]4)=[CH:9][C:6]=3[C:7]#[N:8])[CH2:11][CH2:12]2)[O:20][N:19]=1)([CH3:23])[CH3:22], predict the reactants needed to synthesize it. The reactants are: Br[C:2]1[CH:3]=[N:4][C:5]([N:10]2[CH2:15][CH2:14][CH:13]([C:16]3[O:20][N:19]=[C:18]([CH:21]([CH3:23])[CH3:22])[N:17]=3)[CH2:12][CH2:11]2)=[C:6]([CH:9]=1)[C:7]#[N:8].C([O-])(=O)C.[K+].[B:29]1([B:29]2[O:33][C:32]([CH3:35])([CH3:34])[C:31]([CH3:37])([CH3:36])[O:30]2)[O:33][C:32]([CH3:35])([CH3:34])[C:31]([CH3:37])([CH3:36])[O:30]1.